Predict the reactants needed to synthesize the given product. From a dataset of Full USPTO retrosynthesis dataset with 1.9M reactions from patents (1976-2016). (1) Given the product [Cl:1][C:2]1[N:7]=[CH:6][C:5]([S:8]([N:11]2[CH2:16][CH2:15][N:14]([C:30]([O:29][C:26]([CH3:28])([CH3:27])[CH3:25])=[O:31])[C:13](=[O:17])[CH2:12]2)(=[O:9])=[O:10])=[CH:4][CH:3]=1, predict the reactants needed to synthesize it. The reactants are: [Cl:1][C:2]1[N:7]=[CH:6][C:5]([S:8]([N:11]2[CH2:16][CH2:15][NH:14][C:13](=[O:17])[CH2:12]2)(=[O:10])=[O:9])=[CH:4][CH:3]=1.C(N(CC)CC)C.[CH3:25][C:26]([O:29][C:30](O[C:30]([O:29][C:26]([CH3:28])([CH3:27])[CH3:25])=[O:31])=[O:31])([CH3:28])[CH3:27].Cl.[NH4+].[Cl-]. (2) Given the product [CH3:19][O:20][C:21](=[O:43])[C:22]1[CH:27]=[CH:26][C:25]([B:5]2[O:6][CH2:7][C:2]([CH3:18])([CH3:1])[CH2:3][O:4]2)=[C:24]([O:29][CH2:30][CH2:31][N:32]2[C:40](=[O:41])[C:39]3[C:34](=[CH:35][CH:36]=[CH:37][CH:38]=3)[C:33]2=[O:42])[CH:23]=1, predict the reactants needed to synthesize it. The reactants are: [CH3:1][C:2]1([CH3:18])[CH2:7][O:6][B:5](C2C=CC([N+]([O-])=O)=CC=2N)[O:4][CH2:3]1.[CH3:19][O:20][C:21](=[O:43])[C:22]1[CH:27]=[CH:26][C:25](Br)=[C:24]([O:29][CH2:30][CH2:31][N:32]2[C:40](=[O:41])[C:39]3[C:34](=[CH:35][CH:36]=[CH:37][CH:38]=3)[C:33]2=[O:42])[CH:23]=1. (3) Given the product [CH:2]([N:15]1[CH2:20][CH2:19][CH:18]([CH2:21][OH:22])[CH2:17][CH2:16]1)([C:9]1[CH:14]=[CH:13][CH:12]=[CH:11][CH:10]=1)[C:3]1[CH:8]=[CH:7][CH:6]=[CH:5][CH:4]=1, predict the reactants needed to synthesize it. The reactants are: Br[CH:2]([C:9]1[CH:14]=[CH:13][CH:12]=[CH:11][CH:10]=1)[C:3]1[CH:8]=[CH:7][CH:6]=[CH:5][CH:4]=1.[NH:15]1[CH2:20][CH2:19][CH:18]([CH2:21][OH:22])[CH2:17][CH2:16]1.C(=O)([O-])[O-].[K+].[K+]. (4) Given the product [OH:3][CH:1]([C:4]1[CH:5]=[CH:6][C:7]([CH2:8][O:9][C:10]2[CH:15]=[CH:14][C:13]([C@@H:16]([C:23]#[C:24][CH3:25])[CH2:17][C:18]([O:20][CH2:21][CH3:22])=[O:19])=[CH:12][CH:11]=2)=[CH:26][CH:27]=1)[CH3:2], predict the reactants needed to synthesize it. The reactants are: [C:1]([C:4]1[CH:27]=[CH:26][C:7]([CH2:8][O:9][C:10]2[CH:15]=[CH:14][C:13]([C@@H:16]([C:23]#[C:24][CH3:25])[CH2:17][C:18]([O:20][CH2:21][CH3:22])=[O:19])=[CH:12][CH:11]=2)=[CH:6][CH:5]=1)(=[O:3])[CH3:2].[BH4-].[Na+].